This data is from Forward reaction prediction with 1.9M reactions from USPTO patents (1976-2016). The task is: Predict the product of the given reaction. (1) Given the reactants [F:1][C:2]1[CH:7]=[C:6]([CH2:8][C:9]2[C:10](=[O:28])[N:11]([CH:21]3[CH2:26][CH2:25][CH:24]([OH:27])[CH2:23][CH2:22]3)[C:12]3[N:13]([N:18]=[CH:19][N:20]=3)[C:14]=2[CH2:15][CH2:16][CH3:17])[CH:5]=[CH:4][C:3]=1[C:29]1[C:30]([C:35]#[N:36])=[CH:31][CH:32]=[CH:33][CH:34]=1.[N+](=CC(OCC)=[O:41])=[N-].[C:45]1([CH3:51])[CH:50]=CC=C[CH:46]=1, predict the reaction product. The product is: [F:1][C:2]1[CH:7]=[C:6]([CH2:8][C:9]2[C:10](=[O:28])[N:11]([C@H:21]3[CH2:22][CH2:23][C@H:24]([O:27][CH2:46][C:45]([OH:41])([CH3:51])[CH3:50])[CH2:25][CH2:26]3)[C:12]3[N:13]([N:18]=[CH:19][N:20]=3)[C:14]=2[CH2:15][CH2:16][CH3:17])[CH:5]=[CH:4][C:3]=1[C:29]1[C:30]([C:35]#[N:36])=[CH:31][CH:32]=[CH:33][CH:34]=1. (2) Given the reactants [F:1][C:2]1[CH:7]=[CH:6][CH:5]=[CH:4][C:3]=1[C:8]1[N:9]=[N:10][N:11]([CH3:27])[C:12]=1[C:13]1[N:14]=[CH:15][N:16]([C:18]2[CH:26]=[CH:25][C:21]([C:22](O)=[O:23])=[CH:20][N:19]=2)[CH:17]=1.[CH:28]([NH2:31])([CH3:30])[CH3:29], predict the reaction product. The product is: [F:1][C:2]1[CH:7]=[CH:6][CH:5]=[CH:4][C:3]=1[C:8]1[N:9]=[N:10][N:11]([CH3:27])[C:12]=1[C:13]1[N:14]=[CH:15][N:16]([C:18]2[CH:26]=[CH:25][C:21]([C:22]([NH:31][CH:28]([CH3:30])[CH3:29])=[O:23])=[CH:20][N:19]=2)[CH:17]=1.